From a dataset of CYP2D6 inhibition data for predicting drug metabolism from PubChem BioAssay. Regression/Classification. Given a drug SMILES string, predict its absorption, distribution, metabolism, or excretion properties. Task type varies by dataset: regression for continuous measurements (e.g., permeability, clearance, half-life) or binary classification for categorical outcomes (e.g., BBB penetration, CYP inhibition). Dataset: cyp2d6_veith. (1) The molecule is CCOc1ccc(-n2c(=O)[nH]cc(C(=O)N3CCCc4ccccc43)c2=O)cc1. The result is 0 (non-inhibitor). (2) The compound is O=C(O)C[C@H](S)C(=O)O. The result is 0 (non-inhibitor). (3) The drug is CN(/C=C/C(=O)C(F)(F)F)Cc1ccccc1. The result is 0 (non-inhibitor).